This data is from Merck oncology drug combination screen with 23,052 pairs across 39 cell lines. The task is: Regression. Given two drug SMILES strings and cell line genomic features, predict the synergy score measuring deviation from expected non-interaction effect. (1) Drug 1: N.N.O=C(O)C1(C(=O)O)CCC1.[Pt]. Drug 2: CCc1cnn2c(NCc3ccc[n+]([O-])c3)cc(N3CCCCC3CCO)nc12. Cell line: UWB1289BRCA1. Synergy scores: synergy=-10.0. (2) Drug 1: O=S1(=O)NC2(CN1CC(F)(F)F)C1CCC2Cc2cc(C=CCN3CCC(C(F)(F)F)CC3)ccc2C1. Drug 2: CCC1(O)C(=O)OCc2c1cc1n(c2=O)Cc2cc3c(CN(C)C)c(O)ccc3nc2-1. Cell line: NCIH1650. Synergy scores: synergy=22.6.